The task is: Predict the reaction yield, written as a fraction of the theoretical maximum amount of product (1.0 means a 100% yield; for example, 0.34 means a 34% yield).. This data is from Reaction yield outcomes from USPTO patents with 853,638 reactions. (1) The reactants are [NH2:1][CH:2]([C:10]([OH:12])=[O:11])[CH2:3][C:4]1[CH:9]=[CH:8][CH:7]=[CH:6][CH:5]=1.[CH3:13][CH2:14][CH2:15][CH2:16][CH2:17][CH2:18][CH2:19][CH2:20][CH2:21][CH2:22][CH:23](O)[CH3:24].CC1C=CC(S(O)(=O)=O)=CC=1. The catalyst is C1(C)C=CC=CC=1. The product is [NH2:1][CH:2]([CH2:3][C:4]1[CH:9]=[CH:8][CH:7]=[CH:6][CH:5]=1)[C:10]([O:12][CH2:24][CH2:23][CH2:22][CH2:21][CH2:20][CH2:19][CH2:18][CH2:17][CH2:16][CH2:15][CH2:14][CH3:13])=[O:11]. The yield is 0.891. (2) The reactants are [OH:1][C:2]1[CH:3]=[CH:4][C:5]2[O:9][C:8]([C:10]3[CH:18]=[CH:17][C:13]([C:14](O)=[O:15])=[CH:12][CH:11]=3)=[CH:7][C:6]=2[CH:19]=1.Cl. The catalyst is C1COCC1. The product is [OH:15][CH2:14][C:13]1[CH:12]=[CH:11][C:10]([C:8]2[O:9][C:5]3[CH:4]=[CH:3][C:2]([OH:1])=[CH:19][C:6]=3[CH:7]=2)=[CH:18][CH:17]=1. The yield is 0.570.